The task is: Regression. Given two drug SMILES strings and cell line genomic features, predict the synergy score measuring deviation from expected non-interaction effect.. This data is from NCI-60 drug combinations with 297,098 pairs across 59 cell lines. (1) Drug 1: C1=CC(=CC=C1C#N)C(C2=CC=C(C=C2)C#N)N3C=NC=N3. Drug 2: CC1=C2C(C(=O)C3(C(CC4C(C3C(C(C2(C)C)(CC1OC(=O)C(C(C5=CC=CC=C5)NC(=O)C6=CC=CC=C6)O)O)OC(=O)C7=CC=CC=C7)(CO4)OC(=O)C)O)C)OC(=O)C. Cell line: MDA-MB-435. Synergy scores: CSS=1.93, Synergy_ZIP=-11.5, Synergy_Bliss=-15.2, Synergy_Loewe=-44.7, Synergy_HSA=-18.4. (2) Drug 1: CN(C)N=NC1=C(NC=N1)C(=O)N. Drug 2: CN(CCCl)CCCl.Cl. Cell line: MOLT-4. Synergy scores: CSS=7.04, Synergy_ZIP=-9.61, Synergy_Bliss=-15.2, Synergy_Loewe=-16.6, Synergy_HSA=-15.0. (3) Drug 1: CC1OCC2C(O1)C(C(C(O2)OC3C4COC(=O)C4C(C5=CC6=C(C=C35)OCO6)C7=CC(=C(C(=C7)OC)O)OC)O)O. Drug 2: C(CN)CNCCSP(=O)(O)O. Cell line: MOLT-4. Synergy scores: CSS=42.1, Synergy_ZIP=-0.368, Synergy_Bliss=-1.41, Synergy_Loewe=-12.3, Synergy_HSA=-1.66. (4) Drug 1: N.N.Cl[Pt+2]Cl. Drug 2: CC1C(C(CC(O1)OC2CC(CC3=C2C(=C4C(=C3O)C(=O)C5=CC=CC=C5C4=O)O)(C(=O)C)O)N)O. Cell line: NCI-H322M. Synergy scores: CSS=38.1, Synergy_ZIP=-0.859, Synergy_Bliss=0.191, Synergy_Loewe=-39.1, Synergy_HSA=-1.18. (5) Drug 1: C(CC(=O)O)C(=O)CN.Cl. Drug 2: C(CCl)NC(=O)N(CCCl)N=O. Cell line: KM12. Synergy scores: CSS=23.3, Synergy_ZIP=-3.90, Synergy_Bliss=-0.577, Synergy_Loewe=1.58, Synergy_HSA=3.44. (6) Drug 1: COC1=C(C=C2C(=C1)N=CN=C2NC3=CC(=C(C=C3)F)Cl)OCCCN4CCOCC4. Drug 2: COC1=NC(=NC2=C1N=CN2C3C(C(C(O3)CO)O)O)N. Cell line: BT-549. Synergy scores: CSS=8.10, Synergy_ZIP=-4.00, Synergy_Bliss=3.32, Synergy_Loewe=-11.4, Synergy_HSA=1.03. (7) Drug 1: COC1=CC(=CC(=C1O)OC)C2C3C(COC3=O)C(C4=CC5=C(C=C24)OCO5)OC6C(C(C7C(O6)COC(O7)C8=CC=CS8)O)O. Drug 2: CC1C(C(=O)NC(C(=O)N2CCCC2C(=O)N(CC(=O)N(C(C(=O)O1)C(C)C)C)C)C(C)C)NC(=O)C3=C4C(=C(C=C3)C)OC5=C(C(=O)C(=C(C5=N4)C(=O)NC6C(OC(=O)C(N(C(=O)CN(C(=O)C7CCCN7C(=O)C(NC6=O)C(C)C)C)C)C(C)C)C)N)C. Cell line: SK-OV-3. Synergy scores: CSS=27.6, Synergy_ZIP=0.377, Synergy_Bliss=6.08, Synergy_Loewe=5.38, Synergy_HSA=5.05.